This data is from Catalyst prediction with 721,799 reactions and 888 catalyst types from USPTO. The task is: Predict which catalyst facilitates the given reaction. (1) Reactant: C(N(CC)CC)C.[CH2:8]([NH:10][C:11]1[CH:16]=[CH:15][C:14]([NH2:17])=[C:13]([N+:18]([O-:20])=[O:19])[CH:12]=1)[CH3:9].[CH3:21][N:22]1[CH2:29][CH2:28][CH2:27][C@H:23]1[C:24]([OH:26])=O.CCOP(ON1N=NC2C=CC=CC=2C1=O)(OCC)=O. Product: [NH2:17][C:14]1[CH:15]=[CH:16][C:11]([N:10]([CH2:8][CH3:9])[C:24]([C@@H:23]2[CH2:27][CH2:28][CH2:29][N:22]2[CH3:21])=[O:26])=[CH:12][C:13]=1[N+:18]([O-:20])=[O:19]. The catalyst class is: 10. (2) Reactant: [OH:1][C:2]1[CH:3]=[C:4]([CH2:8][C:9]([O:11][CH2:12][CH3:13])=[O:10])[CH:5]=[CH:6][CH:7]=1.[H-].[Na+].Cl[CH2:17][O:18][CH3:19].O. Product: [CH3:17][O:18][CH2:19][O:1][C:2]1[CH:3]=[C:4]([CH2:8][C:9]([O:11][CH2:12][CH3:13])=[O:10])[CH:5]=[CH:6][CH:7]=1. The catalyst class is: 1.